Dataset: Catalyst prediction with 721,799 reactions and 888 catalyst types from USPTO. Task: Predict which catalyst facilitates the given reaction. (1) Reactant: [C:1]([C:5]1[CH:6]=[C:7]([CH:15]=[C:16]([C:18]([CH3:21])([CH3:20])[CH3:19])[CH:17]=1)[CH:8]=[C:9]1[CH2:13][CH2:12][CH2:11][C:10]1=[O:14])([CH3:4])([CH3:3])[CH3:2].[Cl-:22].[CH3:23][N+:24](=[CH2:26])[CH3:25]. Product: [ClH:22].[C:1]([C:5]1[CH:6]=[C:7]([CH:15]=[C:16]([C:18]([CH3:21])([CH3:20])[CH3:19])[CH:17]=1)[CH:8]=[C:9]1[CH2:13][CH2:12][CH:11]([CH2:23][N:24]([CH3:26])[CH3:25])[C:10]1=[O:14])([CH3:4])([CH3:3])[CH3:2]. The catalyst class is: 10. (2) Reactant: [C:1]([O:4][C@@H:5]1[C@@H:12]([O:13][C:14](=[O:16])[CH3:15])[C@H:11]([O:17][C:18](=[O:20])[CH3:19])[C@@H:10]([CH2:21][N:22]=[N+:23]=[N-:24])[O:9][C@@H:6]1OC)(=[O:3])[CH3:2].S(=O)(=O)(O)O.[C:30]([OH:33])(=[O:32])[CH3:31]. Product: [C:30]([O:33][C@H:6]1[O:9][C@H:10]([CH2:21][N:22]=[N+:23]=[N-:24])[C@@H:11]([O:17][C:18](=[O:20])[CH3:19])[C@H:12]([O:13][C:14](=[O:16])[CH3:15])[C@H:5]1[O:4][C:1](=[O:3])[CH3:2])(=[O:32])[CH3:31]. The catalyst class is: 152. (3) Reactant: [CH2:1]([O:3][C:4]([C:6]1[CH:7]=[N:8][N:9]2[C:14]([CH:15]3[CH2:20][CH2:19][CH2:18][CH2:17][CH2:16]3)=[C:13]([C:21]3[CH:26]=[CH:25][C:24](I)=[CH:23][CH:22]=3)[CH:12]=[N:11][C:10]=12)=[O:5])[CH3:2].[CH3:28][O:29][C:30]1[CH:31]=[C:32](B(O)O)[CH:33]=[CH:34][CH:35]=1.P([O-])([O-])([O-])=O.[K+].[K+].[K+].O1CCOCC1. Product: [CH2:1]([O:3][C:4]([C:6]1[CH:7]=[N:8][N:9]2[C:14]([CH:15]3[CH2:20][CH2:19][CH2:18][CH2:17][CH2:16]3)=[C:13]([C:21]3[CH:26]=[CH:25][C:24]([C:34]4[CH:33]=[CH:32][CH:31]=[C:30]([O:29][CH3:28])[CH:35]=4)=[CH:23][CH:22]=3)[CH:12]=[N:11][C:10]=12)=[O:5])[CH3:2]. The catalyst class is: 153. (4) Reactant: [Cl:1][C:2]1[CH:3]=[C:4]([C:8]#[C:9][C:10]2[NH:11][O:12][CH:13]3[NH:17][CH2:16][CH2:15][C:14]=23)[CH:5]=[CH:6][CH:7]=1.C(N(CC)CC)C.[CH:25]1[CH:30]=[N:29][CH:28]=[C:27]([N:31]=[C:32]=[O:33])[CH:26]=1.O. Product: [Cl:1][C:2]1[CH:3]=[C:4]([C:8]#[C:9][C:10]2[CH:14]3[CH2:15][CH2:16][N:17]([C:32]([NH:31][C:27]4[CH:28]=[N:29][CH:30]=[CH:25][CH:26]=4)=[O:33])[CH:13]3[O:12][N:11]=2)[CH:5]=[CH:6][CH:7]=1. The catalyst class is: 2. (5) Reactant: [Cl:1][C:2]1[CH:3]=[C:4]([OH:12])[CH:5]=[CH:6][C:7]=1[C:8]([F:11])([F:10])[F:9].Br[CH2:14][C:15]1[C:27]([F:28])=[CH:26][C:18]([C:19]([NH:21][S:22]([CH3:25])(=[O:24])=[O:23])=[O:20])=[C:17]([F:29])[CH:16]=1.C(=O)([O-])[O-].[K+].[K+].Cl. Product: [Cl:1][C:2]1[CH:3]=[C:4]([CH:5]=[CH:6][C:7]=1[C:8]([F:10])([F:11])[F:9])[O:12][CH2:14][C:15]1[C:27]([F:28])=[CH:26][C:18]([C:19]([NH:21][S:22]([CH3:25])(=[O:24])=[O:23])=[O:20])=[C:17]([F:29])[CH:16]=1. The catalyst class is: 16. (6) Reactant: [C:1](/[CH:3]=[C:4]1/[N:5]([CH3:24])/[C:6](=[N:22]/[CH3:23])/[S:7][CH:8]/1[CH:9]1[CH2:14][CH2:13][N:12]([C:15]([O:17][C:18]([CH3:21])([CH3:20])[CH3:19])=[O:16])[CH2:11][CH2:10]1)#[N:2].C(=O)([O-])[O-:26].[K+].[K+].OO. Product: [C:1]([CH2:3][C:4]1[N:5]([CH3:24])/[C:6](=[N:22]/[CH3:23])/[S:7][C:8]=1[CH:9]1[CH2:10][CH2:11][N:12]([C:15]([O:17][C:18]([CH3:21])([CH3:19])[CH3:20])=[O:16])[CH2:13][CH2:14]1)(=[O:26])[NH2:2]. The catalyst class is: 148. (7) Reactant: [Br:1][C:2]1[CH:9]=[CH:8][C:5]([CH:6]=[O:7])=[C:4]([CH3:10])[CH:3]=1.[CH3:11][Mg]Br.O. Product: [Br:1][C:2]1[CH:9]=[CH:8][C:5]([CH:6]([OH:7])[CH3:11])=[C:4]([CH3:10])[CH:3]=1. The catalyst class is: 7.